From a dataset of Forward reaction prediction with 1.9M reactions from USPTO patents (1976-2016). Predict the product of the given reaction. (1) Given the reactants [F-:1].[Cs+].[C:3]1(OS(C(F)(F)F)(=O)=O)[C:12]2[C:7](=[CH:8][CH:9]=[CH:10][CH:11]=2)[CH:6]=[CH:5][CH:4]=1.C1(C)C=CC=CC=1, predict the reaction product. The product is: [F:1][C:3]1[C:12]2[C:7](=[CH:8][CH:9]=[CH:10][CH:11]=2)[CH:6]=[CH:5][CH:4]=1. (2) Given the reactants [CH3:1][O:2][C:3]1[CH:4]=[C:5]([CH2:12][P:13](=[O:20])([O:17][CH2:18][CH3:19])[O:14][CH2:15][CH3:16])[CH:6]=[N:7][C:8]=1[N+:9]([O-])=O, predict the reaction product. The product is: [NH2:9][C:8]1[N:7]=[CH:6][C:5]([CH2:12][P:13](=[O:20])([O:14][CH2:15][CH3:16])[O:17][CH2:18][CH3:19])=[CH:4][C:3]=1[O:2][CH3:1]. (3) Given the reactants Cl[C:2]1[N:10]=[C:9]2[C:5]([NH:6][CH:7]=[N:8]2)=[C:4](Cl)[N:3]=1.C(OCC)(=O)C.O1C=CCCC1.N1CCOCC1, predict the reaction product. The product is: [N:3]1[CH:4]=[C:5]2[C:9]([N:8]=[CH:7][NH:6]2)=[N:10][CH:2]=1. (4) Given the reactants C([O:4][C:5]1[CH:10]=[CH:9][CH:8]=[CH:7][C:6]=1[C:11]#[N:12])(=O)C.[C:13](OC1C=CC=CC=1C)(=[O:16])[CH2:14]C, predict the reaction product. The product is: [C:13]([C:8]1[CH:9]=[CH:10][C:5]([OH:4])=[C:6]([C:11]#[N:12])[CH:7]=1)(=[O:16])[CH3:14]. (5) Given the reactants [CH2:1]([C:8]1[S:12][C:11](Cl)=[N:10][C:9]=1[C:14]1[CH:19]=[CH:18][C:17]([O:20][CH3:21])=[CH:16][CH:15]=1)[C:2]1[CH:7]=[CH:6][CH:5]=[CH:4][CH:3]=1.O[Li].O.[NH:25]1[CH2:30][CH2:29][NH:28][CH2:27][CH2:26]1.CN(C=O)C, predict the reaction product. The product is: [CH2:1]([C:8]1[S:12][C:11]([N:25]2[CH2:30][CH2:29][NH:28][CH2:27][CH2:26]2)=[N:10][C:9]=1[C:14]1[CH:19]=[CH:18][C:17]([O:20][CH3:21])=[CH:16][CH:15]=1)[C:2]1[CH:7]=[CH:6][CH:5]=[CH:4][CH:3]=1. (6) Given the reactants [C:1]([OH:20])(=[O:19])[CH2:2][CH2:3][CH2:4][CH2:5][CH2:6][CH2:7][CH2:8][CH2:9][CH2:10][CH2:11][CH2:12][CH2:13][CH2:14][CH2:15][CH2:16][CH2:17][CH3:18], predict the reaction product. The product is: [C:1]([OH:20])(=[O:19])[CH2:2][CH2:3][CH2:4][CH2:5][CH2:6][CH2:7][CH2:8]/[CH:9]=[CH:10]\[CH2:11][CH2:12][CH2:13][CH2:14][CH2:15][CH2:16][CH2:17][CH3:18].